This data is from Forward reaction prediction with 1.9M reactions from USPTO patents (1976-2016). The task is: Predict the product of the given reaction. (1) Given the reactants Cl[C:2]1[N:9]=[CH:8][CH:7]=[CH:6][C:3]=1[C:4]#[N:5].[CH3:10][O:11][C:12]1[CH:19]=[CH:18][C:15]([CH2:16][NH2:17])=[CH:14][CH:13]=1.C(N(CC)C(C)C)(C)C, predict the reaction product. The product is: [CH3:10][O:11][C:12]1[CH:19]=[CH:18][C:15]([CH2:16][NH:17][C:2]2[N:9]=[CH:8][CH:7]=[CH:6][C:3]=2[C:4]#[N:5])=[CH:14][CH:13]=1. (2) Given the reactants [C:1]([N:5]1[CH:9]=[C:8]([CH2:10][N:11]([CH2:15][C:16]2[N:17]=[N:18][N:19]([C:21]([CH3:24])([CH3:23])[CH3:22])[CH:20]=2)[CH2:12][C:13]#[CH:14])[N:7]=[N:6]1)([CH3:4])([CH3:3])[CH3:2].[N:25]([CH2:28][C:29]([OH:31])=[O:30])=[N+:26]=[N-:27].CCN(C(C)C)C(C)C.O, predict the reaction product. The product is: [C:1]([N:5]1[CH:9]=[C:8]([CH2:10][N:11]([CH2:12][C:13]2[N:27]=[N:26][N:25]([CH2:28][C:29]([OH:31])=[O:30])[CH:14]=2)[CH2:15][C:16]2[N:17]=[N:18][N:19]([C:21]([CH3:24])([CH3:23])[CH3:22])[CH:20]=2)[N:7]=[N:6]1)([CH3:3])([CH3:4])[CH3:2]. (3) Given the reactants [CH3:1][C:2]1[C:10]([CH2:11][CH2:12][N:13]2[CH2:18][CH2:17][CH:16]([C:19]([O:21]C(C)(C)C)=[O:20])[CH2:15][CH2:14]2)=[CH:9][CH:8]=[C:7]2[C:3]=1[CH2:4][O:5][C:6]2=[O:26], predict the reaction product. The product is: [CH3:1][C:2]1[C:10]([CH2:11][CH2:12][N:13]2[CH2:18][CH2:17][CH:16]([C:19]([OH:21])=[O:20])[CH2:15][CH2:14]2)=[CH:9][CH:8]=[C:7]2[C:3]=1[CH2:4][O:5][C:6]2=[O:26]. (4) Given the reactants [F:1][C:2]([F:13])([F:12])[C:3]1[CH:8]=[CH:7][C:6]([CH2:9][C:10]#[N:11])=[CH:5][CH:4]=1.[O-]CC.[Na+].[C:18]([N:25]1[CH2:30][CH2:29][C:28](=O)[CH2:27][CH2:26]1)([O:20][C:21]([CH3:24])([CH3:23])[CH3:22])=[O:19], predict the reaction product. The product is: [C:10]([C:9]([C:6]1[CH:5]=[CH:4][C:3]([C:2]([F:12])([F:13])[F:1])=[CH:8][CH:7]=1)=[C:28]1[CH2:29][CH2:30][N:25]([C:18]([O:20][C:21]([CH3:24])([CH3:23])[CH3:22])=[O:19])[CH2:26][CH2:27]1)#[N:11]. (5) Given the reactants [CH3:1][CH:2]1[CH2:7][NH:6][CH2:5][CH2:4][NH:3]1.C([O-])(O)=O.[Na+].[O:13]1[CH:17]=[CH:16][CH:15]=[C:14]1[C:18](Cl)=[O:19], predict the reaction product. The product is: [O:13]1[CH:17]=[CH:16][CH:15]=[C:14]1[C:18]([N:6]1[CH2:5][CH2:4][NH:3][CH:2]([CH3:1])[CH2:7]1)=[O:19]. (6) Given the reactants [C:1]([C:4]1[CH:5]=[C:6]([CH:39]=[CH:40][C:41]=1[CH3:42])[CH2:7][CH2:8][C:9]1[C:14]([C:15]([F:18])([F:17])[F:16])=[CH:13][N:12]=[C:11]([NH:19][C:20]2[CH:25]=[CH:24][C:23]([N:26]3[CH2:31][CH2:30][N:29](C(OC(C)(C)C)=O)[CH2:28][CH2:27]3)=[CH:22][CH:21]=2)[N:10]=1)(=[O:3])[NH2:2].C(O)(C(F)(F)F)=O, predict the reaction product. The product is: [CH3:42][C:41]1[CH:40]=[CH:39][C:6]([CH2:7][CH2:8][C:9]2[C:14]([C:15]([F:18])([F:17])[F:16])=[CH:13][N:12]=[C:11]([NH:19][C:20]3[CH:25]=[CH:24][C:23]([N:26]4[CH2:31][CH2:30][NH:29][CH2:28][CH2:27]4)=[CH:22][CH:21]=3)[N:10]=2)=[CH:5][C:4]=1[C:1]([NH2:2])=[O:3]. (7) The product is: [Cl:1][C:2]1[CH:7]=[C:6]([Cl:8])[CH:5]=[CH:4][C:3]=1[N:9]1[C:13]([C:14]2[CH:15]=[CH:16][C:17]([C:20]([F:23])([F:21])[F:22])=[CH:18][CH:19]=2)=[C:12]([CH3:24])[C:11]([CH2:25][OH:26])=[N:10]1. Given the reactants [Cl:1][C:2]1[CH:7]=[C:6]([Cl:8])[CH:5]=[CH:4][C:3]=1[N:9]1[C:13]([C:14]2[CH:19]=[CH:18][C:17]([C:20]([F:23])([F:22])[F:21])=[CH:16][CH:15]=2)=[C:12]([CH3:24])[C:11]([C:25](O)=[O:26])=[N:10]1.B.CO, predict the reaction product. (8) Given the reactants [Cl:1][C:2]1[CH:7]=[CH:6][C:5]([CH:8]2[C:15]3[C:14]([CH3:16])=[N:13][N:12]([CH:17]4[CH2:19][CH2:18]4)[C:11]=3[C:10](=[O:20])[NH:9]2)=[CH:4][CH:3]=1.Cl[C:22]1[CH:23]=[C:24]([N:32]([CH3:40])[C:33](=[O:39])[O:34][C:35]([CH3:38])([CH3:37])[CH3:36])[C:25]2[N:26]([C:28]([CH3:31])=[N:29][N:30]=2)[N:27]=1, predict the reaction product. The product is: [Cl:1][C:2]1[CH:7]=[CH:6][C:5]([CH:8]2[C:15]3[C:14]([CH3:16])=[N:13][N:12]([CH:17]4[CH2:19][CH2:18]4)[C:11]=3[C:10](=[O:20])[N:9]2[C:22]2[CH:23]=[C:24]([N:32]([CH3:40])[C:33](=[O:39])[O:34][C:35]([CH3:36])([CH3:38])[CH3:37])[C:25]3[N:26]([C:28]([CH3:31])=[N:29][N:30]=3)[N:27]=2)=[CH:4][CH:3]=1. (9) The product is: [C:19]1([C:25]2[CH:26]=[C:27]([C:34]3[O:18][N:17]=[C:15]([C:13]4[S:14][C:10]([CH2:9][OH:8])=[CH:11][CH:12]=4)[N:16]=3)[S:28][C:29]=2[C:30]([F:33])([F:31])[F:32])[CH:20]=[CH:21][CH:22]=[CH:23][CH:24]=1. Given the reactants [Si]([O:8][CH2:9][C:10]1[S:14][C:13]([C:15](=[N:17][OH:18])[NH2:16])=[CH:12][CH:11]=1)(C(C)(C)C)(C)C.[C:19]1([C:25]2[CH:26]=[C:27]([C:34](Cl)=O)[S:28][C:29]=2[C:30]([F:33])([F:32])[F:31])[CH:24]=[CH:23][CH:22]=[CH:21][CH:20]=1.C(N(CC)C(C)C)(C)C.[F-].C([N+](CCCC)(CCCC)CCCC)CCC, predict the reaction product. (10) Given the reactants [CH2:1]([C:3]1[C:7]([O:8][C:9]2[CH:10]=[C:11]([CH:15]=[C:16]([F:18])[CH:17]=2)[C:12]([NH2:14])=[O:13])=[C:6]([CH2:19][CH3:20])[N:5]([CH2:21][CH2:22]O)[N:4]=1)[CH3:2].C1(P(C2C=CC=CC=2)C2C=CC=CC=2)C=CC=CC=1.C1(=O)[NH:47]C(=O)C2=CC=CC=C12.CC(OC(/N=N/C(OC(C)C)=O)=O)C.O.NN, predict the reaction product. The product is: [NH3:4].[NH2:47][CH2:22][CH2:21][N:5]1[C:6]([CH2:19][CH3:20])=[C:7]([O:8][C:9]2[CH:10]=[C:11]([CH:15]=[C:16]([F:18])[CH:17]=2)[C:12]([NH2:14])=[O:13])[C:3]([CH2:1][CH3:2])=[N:4]1.